Dataset: Catalyst prediction with 721,799 reactions and 888 catalyst types from USPTO. Task: Predict which catalyst facilitates the given reaction. Reactant: [Cl:1][C:2]1[CH:7]=[CH:6][C:5]([C:8]2[C:14]3[CH:15]=[C:16]([O:19][CH3:20])[CH:17]=[CH:18][C:13]=3[N:12]3[C:21]([CH3:24])=[N:22][N:23]=[C:11]3[C@H:10]([CH2:25][C:26]([OH:28])=[O:27])[N:9]=2)=[CH:4][CH:3]=1.[CH3:29][N:30]([CH3:35])[CH2:31][CH2:32][CH2:33][NH2:34].CN(C(ON1N=NC2C=CC=NC1=2)=[N+](C)C)C.F[P-](F)(F)(F)(F)F.CCN(C(C)C)C(C)C. Product: [CH:26]([OH:28])=[O:27].[Cl:1][C:2]1[CH:3]=[CH:4][C:5]([C:8]2[C:14]3[CH:15]=[C:16]([O:19][CH3:20])[CH:17]=[CH:18][C:13]=3[N:12]3[C:21]([CH3:24])=[N:22][N:23]=[C:11]3[C@H:10]([CH2:25][C:26]([NH:34][CH2:33][CH2:32][CH2:31][N:30]([CH3:35])[CH3:29])=[O:27])[N:9]=2)=[CH:6][CH:7]=1. The catalyst class is: 121.